This data is from NCI-60 drug combinations with 297,098 pairs across 59 cell lines. The task is: Regression. Given two drug SMILES strings and cell line genomic features, predict the synergy score measuring deviation from expected non-interaction effect. (1) Drug 1: CNC(=O)C1=NC=CC(=C1)OC2=CC=C(C=C2)NC(=O)NC3=CC(=C(C=C3)Cl)C(F)(F)F. Drug 2: CCC1(CC2CC(C3=C(CCN(C2)C1)C4=CC=CC=C4N3)(C5=C(C=C6C(=C5)C78CCN9C7C(C=CC9)(C(C(C8N6C)(C(=O)OC)O)OC(=O)C)CC)OC)C(=O)OC)O.OS(=O)(=O)O. Cell line: SW-620. Synergy scores: CSS=-21.0, Synergy_ZIP=21.1, Synergy_Bliss=12.7, Synergy_Loewe=-26.0, Synergy_HSA=-20.4. (2) Drug 1: C1=CC(=C2C(=C1NCCNCCO)C(=O)C3=C(C=CC(=C3C2=O)O)O)NCCNCCO. Drug 2: C1=CC(=CC=C1CC(C(=O)O)N)N(CCCl)CCCl.Cl. Cell line: U251. Synergy scores: CSS=61.5, Synergy_ZIP=0.590, Synergy_Bliss=2.76, Synergy_Loewe=-5.30, Synergy_HSA=5.52. (3) Drug 1: COC1=CC(=CC(=C1O)OC)C2C3C(COC3=O)C(C4=CC5=C(C=C24)OCO5)OC6C(C(C7C(O6)COC(O7)C8=CC=CS8)O)O. Drug 2: CC1=C2C(C(=O)C3(C(CC4C(C3C(C(C2(C)C)(CC1OC(=O)C(C(C5=CC=CC=C5)NC(=O)C6=CC=CC=C6)O)O)OC(=O)C7=CC=CC=C7)(CO4)OC(=O)C)O)C)OC(=O)C. Cell line: SR. Synergy scores: CSS=61.7, Synergy_ZIP=-2.33, Synergy_Bliss=-5.27, Synergy_Loewe=-4.21, Synergy_HSA=-1.57. (4) Drug 1: CC(C1=C(C=CC(=C1Cl)F)Cl)OC2=C(N=CC(=C2)C3=CN(N=C3)C4CCNCC4)N. Drug 2: C1CCC(C(C1)N)N.C(=O)(C(=O)[O-])[O-].[Pt+4]. Cell line: HOP-62. Synergy scores: CSS=9.31, Synergy_ZIP=1.90, Synergy_Bliss=7.07, Synergy_Loewe=0.407, Synergy_HSA=5.69. (5) Drug 1: CC1C(C(CC(O1)OC2CC(CC3=C2C(=C4C(=C3O)C(=O)C5=C(C4=O)C(=CC=C5)OC)O)(C(=O)CO)O)N)O. Drug 2: C1CC(CCC1OC2=C(C(=CC=C2)Cl)F)(CC3=NC(=CC=C3)NC4=NC=CS4)C(=O)O. Cell line: SK-OV-3. Synergy scores: CSS=41.0, Synergy_ZIP=-0.246, Synergy_Bliss=-3.06, Synergy_Loewe=-15.2, Synergy_HSA=-1.71. (6) Drug 1: COC1=CC(=CC(=C1O)OC)C2C3C(COC3=O)C(C4=CC5=C(C=C24)OCO5)OC6C(C(C7C(O6)COC(O7)C8=CC=CS8)O)O. Drug 2: C(=O)(N)NO. Cell line: LOX IMVI. Synergy scores: CSS=41.5, Synergy_ZIP=6.37, Synergy_Bliss=6.33, Synergy_Loewe=-28.5, Synergy_HSA=6.64.